This data is from Reaction yield outcomes from USPTO patents with 853,638 reactions. The task is: Predict the reaction yield, written as a fraction of the theoretical maximum amount of product (1.0 means a 100% yield; for example, 0.34 means a 34% yield). (1) The reactants are [Cl:1][C:2]1[CH:7]=[C:6]([C:8]([F:11])([F:10])[F:9])[CH:5]=[CH:4][C:3]=1[S:12]([NH:15][C:16]1[CH:21]=[C:20]([Cl:22])[C:19]([OH:23])=[C:18]([Cl:24])[CH:17]=1)(=[O:14])=[O:13].[H-].[Na+].Cl[C:28]1[S:29][C:30]2[CH:36]=[C:35]([N+:37]([O-:39])=[O:38])[CH:34]=[CH:33][C:31]=2[N:32]=1. The catalyst is CN(C=O)C.CCOC(C)=O.Cl. The product is [Cl:1][C:2]1[CH:7]=[C:6]([C:8]([F:9])([F:11])[F:10])[CH:5]=[CH:4][C:3]=1[S:12]([NH:15][C:16]1[CH:21]=[C:20]([Cl:22])[C:19]([O:23][C:28]2[S:29][C:30]3[CH:36]=[C:35]([N+:37]([O-:39])=[O:38])[CH:34]=[CH:33][C:31]=3[N:32]=2)=[C:18]([Cl:24])[CH:17]=1)(=[O:13])=[O:14]. The yield is 0.740. (2) The reactants are [S:1]1[CH:5]=[CH:4][N:3]=[C:2]1[S:6](Cl)(=[O:8])=[O:7].[N:10]1[CH:15]=[CH:14][CH:13]=[CH:12][CH:11]=1. The catalyst is CN(C1C=CN=CC=1)C.C(Cl)Cl. The product is [N:10]1[C:15]2[C:14](=[CH:14][CH:13]=[CH:12][C:11]=2[NH:10][S:6]([C:2]2[S:1][CH:5]=[CH:4][N:3]=2)(=[O:8])=[O:7])[CH:13]=[CH:12][CH:11]=1. The yield is 0.150. (3) The reactants are [CH2:1]([O:8][C:9](=[O:26])[CH2:10][CH2:11][C:12](=[CH2:25])[CH2:13][CH2:14][C:15]([O:17][CH2:18][C:19]1[CH:24]=[CH:23][CH:22]=[CH:21][CH:20]=1)=[O:16])[C:2]1[CH:7]=[CH:6][CH:5]=[CH:4][CH:3]=1.B.C1COCC1.CC([O-])=O.[Na+].[Na+].[I-:39].CC1C=CC(S(NCl)(=O)=O)=CC=1. The catalyst is C1COCC1. The product is [CH2:18]([O:17][C:15](=[O:16])[CH2:14][CH2:13][CH:12]([CH2:25][I:39])[CH2:11][CH2:10][C:9]([O:8][CH2:1][C:2]1[CH:3]=[CH:4][CH:5]=[CH:6][CH:7]=1)=[O:26])[C:19]1[CH:24]=[CH:23][CH:22]=[CH:21][CH:20]=1. The yield is 0.350.